This data is from Full USPTO retrosynthesis dataset with 1.9M reactions from patents (1976-2016). The task is: Predict the reactants needed to synthesize the given product. (1) Given the product [CH3:33][O:32][C:29]1[CH:30]=[C:31]2[C:26]([C:25]([C:34]3[CH:35]=[CH:36][CH:37]=[CH:38][CH:39]=3)=[N:24][N:23]=[C:22]2[NH:1][CH:2]2[CH2:3][CH2:4][N:5]([CH2:8][C:9]3[CH:18]=[CH:17][C:16]4[C:11](=[CH:12][CH:13]=[CH:14][CH:15]=4)[CH:10]=3)[CH2:6][CH2:7]2)=[CH:27][CH:28]=1, predict the reactants needed to synthesize it. The reactants are: [NH2:1][CH:2]1[CH2:7][CH2:6][N:5]([CH2:8][C:9]2[CH:18]=[CH:17][C:16]3[C:11](=[CH:12][CH:13]=[CH:14][CH:15]=3)[CH:10]=2)[CH2:4][CH2:3]1.[Cl-].[NH4+].Cl[C:22]1[C:31]2[C:26](=[CH:27][CH:28]=[C:29]([O:32][CH3:33])[CH:30]=2)[C:25]([C:34]2[CH:39]=[CH:38][CH:37]=[CH:36][CH:35]=2)=[N:24][N:23]=1.[OH-].[Na+]. (2) Given the product [CH2:29]([N:18]([CH2:16][CH3:17])[C:19]1[CH:20]=[C:21]([C:22]2[O:13][N:12]=[C:11]([C:8]3[CH:7]=[CH:6][C:5]([C:4]([OH:3])=[O:15])=[CH:10][CH:9]=3)[N:14]=2)[CH:25]=[C:26]([CH3:28])[N:27]=1)[CH3:30], predict the reactants needed to synthesize it. The reactants are: C([O:3][C:4](=[O:15])[C:5]1[CH:10]=[CH:9][C:8]([C:11](=[NH:14])[NH:12][OH:13])=[CH:7][CH:6]=1)C.[CH2:16]([N:18]([CH2:29][CH3:30])[C:19]1[CH:20]=[C:21]([CH:25]=[C:26]([CH3:28])[N:27]=1)[C:22](O)=O)[CH3:17].[OH-].[Na+]. (3) Given the product [CH2:24]([O:31][CH2:32][CH2:33][CH2:34][O:35][C:36]1[N:37]=[CH:38][C:39]([C:2]2[CH:11]=[CH:10][C:9]3[N:8]=[CH:7][C:6]4[N:12]([CH3:23])[C:13](=[O:22])[N:14]([C:15]5[C:16]([CH3:21])=[N:17][N:18]([CH3:20])[CH:19]=5)[C:5]=4[C:4]=3[CH:3]=2)=[CH:40][CH:41]=1)[C:25]1[CH:26]=[CH:27][CH:28]=[CH:29][CH:30]=1, predict the reactants needed to synthesize it. The reactants are: Br[C:2]1[CH:11]=[CH:10][C:9]2[N:8]=[CH:7][C:6]3[N:12]([CH3:23])[C:13](=[O:22])[N:14]([C:15]4[C:16]([CH3:21])=[N:17][N:18]([CH3:20])[CH:19]=4)[C:5]=3[C:4]=2[CH:3]=1.[CH2:24]([O:31][CH2:32][CH2:33][CH2:34][O:35][C:36]1[CH:41]=[CH:40][C:39](B2OC(C)(C)C(C)(C)O2)=[CH:38][N:37]=1)[C:25]1[CH:30]=[CH:29][CH:28]=[CH:27][CH:26]=1. (4) Given the product [Cl:1][C:2]1[CH:7]=[CH:6][C:5]([C@@H:8]([C:47]2[CH:52]=[CH:51][CH:50]=[C:49]([F:53])[CH:48]=2)[C@H:9]([NH:42][C:43](=[O:44])[O:45][CH3:46])[C:10]([NH:12][C:13]2[CH:14]=[N:15][CH:16]=[C:17]([F:41])[C:18]=2[CH2:19][CH2:20][C@H:21]2[CH2:22][NH:23][CH2:24][C@H:25]([CH3:33])[N:26]2[S:27]([CH:30]2[CH2:32][CH2:31]2)(=[O:29])=[O:28])=[O:11])=[CH:4][CH:3]=1, predict the reactants needed to synthesize it. The reactants are: [Cl:1][C:2]1[CH:7]=[CH:6][C:5]([C@@H:8]([C:47]2[CH:52]=[CH:51][CH:50]=[C:49]([F:53])[CH:48]=2)[C@H:9]([NH:42][C:43]([O:45][CH3:46])=[O:44])[C:10]([NH:12][C:13]2[CH:14]=[N:15][CH:16]=[C:17]([F:41])[C:18]=2[CH2:19][CH2:20][C@@H:21]2[N:26]([S:27]([CH:30]3[CH2:32][CH2:31]3)(=[O:29])=[O:28])[C@@H:25]([CH3:33])[CH2:24][N:23](C(OC(C)(C)C)=O)[CH2:22]2)=[O:11])=[CH:4][CH:3]=1.FC(F)(F)C(O)=O.